Task: Predict which catalyst facilitates the given reaction.. Dataset: Catalyst prediction with 721,799 reactions and 888 catalyst types from USPTO (1) Reactant: [OH:1][CH:2]([C:4]1[CH:32]=[CH:31][C:7]([O:8][C:9]2[CH:30]=[CH:29][C:12]([CH2:13][NH:14][C:15]([C:17]3([NH:20][C:21]([C:23]4[CH:24]=[N:25][CH:26]=[N:27][CH:28]=4)=[O:22])[CH2:19][CH2:18]3)=[O:16])=[CH:11][CH:10]=2)=[C:6]([C:33]([F:36])([F:35])[F:34])[CH:5]=1)[CH3:3]. Product: [C:2]([C:4]1[CH:32]=[CH:31][C:7]([O:8][C:9]2[CH:30]=[CH:29][C:12]([CH2:13][NH:14][C:15]([C:17]3([NH:20][C:21]([C:23]4[CH:28]=[N:27][CH:26]=[N:25][CH:24]=4)=[O:22])[CH2:19][CH2:18]3)=[O:16])=[CH:11][CH:10]=2)=[C:6]([C:33]([F:34])([F:35])[F:36])[CH:5]=1)(=[O:1])[CH3:3]. The catalyst class is: 327. (2) Reactant: CN(CCN(C)C)C.[C:9]1([N:15]2[CH:19]=[CH:18][CH:17]=[CH:16]2)[CH:14]=[CH:13][CH:12]=[CH:11][CH:10]=1.C([Li])CCC.[C:25]12([P:35]([C:37]34[CH2:46][CH:41]5[CH2:42][CH:43]([CH2:45][CH:39]([CH2:40]5)[CH2:38]3)[CH2:44]4)Cl)[CH2:34][CH:29]3[CH2:30][CH:31]([CH2:33][CH:27]([CH2:28]3)[CH2:26]1)[CH2:32]2. Product: [C:9]1([N:15]2[CH:19]=[CH:18][CH:17]=[C:16]2[P:35]([C:37]23[CH2:38][CH:39]4[CH2:40][CH:41]([CH2:42][CH:43]([CH2:45]4)[CH2:44]2)[CH2:46]3)[C:25]23[CH2:26][CH:27]4[CH2:33][CH:31]([CH2:30][CH:29]([CH2:28]4)[CH2:34]2)[CH2:32]3)[CH:14]=[CH:13][CH:12]=[CH:11][CH:10]=1. The catalyst class is: 805.